Dataset: Catalyst prediction with 721,799 reactions and 888 catalyst types from USPTO. Task: Predict which catalyst facilitates the given reaction. (1) Reactant: [Cl:1][C:2]1[C:3]([F:31])=[C:4]([CH:8]2[C:12]([C:15]3[CH:20]=[CH:19][C:18]([Cl:21])=[CH:17][C:16]=3[F:22])([C:13]#[N:14])[CH:11]([CH2:23][C:24]([CH3:27])([CH3:26])[CH3:25])[NH:10][CH:9]2[C:28](O)=[O:29])[CH:5]=[CH:6][CH:7]=1.[CH3:32][O:33][C:34]1[CH:39]=[C:38]([NH2:40])[CH:37]=[CH:36][N:35]=1.CN(C(ON1N=NC2C=CC=NC1=2)=[N+](C)C)C.F[P-](F)(F)(F)(F)F.CCN(C(C)C)C(C)C. Product: [CH3:32][O:33][C:34]1[CH:39]=[C:38]([NH:40][C:28]([CH:9]2[CH:8]([C:4]3[CH:5]=[CH:6][CH:7]=[C:2]([Cl:1])[C:3]=3[F:31])[C:12]([C:15]3[CH:20]=[CH:19][C:18]([Cl:21])=[CH:17][C:16]=3[F:22])([C:13]#[N:14])[CH:11]([CH2:23][C:24]([CH3:27])([CH3:26])[CH3:25])[NH:10]2)=[O:29])[CH:37]=[CH:36][N:35]=1. The catalyst class is: 2. (2) Reactant: Br[C:2]1[CH:7]=[C:6]([F:8])[CH:5]=[CH:4][C:3]=1[CH3:9].[Li]CCCC.CCCCCC.CON(C)[C:24]([C@@H:26]1[CH2:31][CH2:30][CH2:29][N:28]([C:32]([O:34][C:35]([CH3:38])([CH3:37])[CH3:36])=[O:33])[CH2:27]1)=[O:25]. Product: [F:8][C:6]1[CH:5]=[CH:4][C:3]([CH3:9])=[C:2]([CH:7]=1)[C:24]([C@@H:26]1[CH2:31][CH2:30][CH2:29][N:28]([C:32]([O:34][C:35]([CH3:38])([CH3:37])[CH3:36])=[O:33])[CH2:27]1)=[O:25]. The catalyst class is: 1. (3) Reactant: [OH:1][C:2]1[CH:10]=[CH:9][C:8]([S:11]([N:14]2[CH:27]([CH3:28])[C:26]3[C:21](=[CH:22][CH:23]=[CH:24][CH:25]=3)[C:20]3[CH:19]=[CH:18][CH:17]=[CH:16][C:15]2=3)(=[O:13])=[O:12])=[CH:7][C:3]=1[C:4]([OH:6])=[O:5].C(=O)([O-])[O-].[K+].[K+].I[CH2:36][CH3:37].[CH2:38](OCC)[CH3:39]. Product: [CH2:38]([O:1][C:2]1[CH:10]=[CH:9][C:8]([S:11]([N:14]2[CH:27]([CH3:28])[C:26]3[C:21](=[CH:22][CH:23]=[CH:24][CH:25]=3)[C:20]3[CH:19]=[CH:18][CH:17]=[CH:16][C:15]2=3)(=[O:13])=[O:12])=[CH:7][C:3]=1[C:4]([O:6][CH2:36][CH3:37])=[O:5])[CH3:39]. The catalyst class is: 35. (4) Reactant: C(O)=O.[NH2:4][CH2:5][CH2:6][C:7]1[CH:31]=[CH:30][C:10]([NH:11][CH:12]2[CH2:17][CH2:16][N:15]([C:18]([NH:20][CH2:21][C:22]3[CH:27]=[C:26]([F:28])[CH:25]=[CH:24][C:23]=3[F:29])=[O:19])[CH2:14][CH2:13]2)=[CH:9][CH:8]=1.C([Si]([O:49][C:50]1[CH:55]=[CH:54][C:53]([O:56][CH2:57][CH:58]2[CH2:60][O:59]2)=[CH:52][CH:51]=1)(C1C=CC=CC=1)C1C=CC=CC=1)(C)(C)C. Product: [F:29][C:23]1[CH:24]=[CH:25][C:26]([F:28])=[CH:27][C:22]=1[CH2:21][NH:20][C:18]([N:15]1[CH2:16][CH2:17][CH:12]([NH:11][C:10]2[CH:9]=[CH:8][C:7]([CH2:6][CH2:5][NH:4][CH2:60][C@H:58]([OH:59])[CH2:57][O:56][C:53]3[CH:54]=[CH:55][C:50]([OH:49])=[CH:51][CH:52]=3)=[CH:31][CH:30]=2)[CH2:13][CH2:14]1)=[O:19]. The catalyst class is: 147. (5) Reactant: [NH2:1][C:2]([NH2:4])=[O:3].C(OCCOCCOCC)C.Br[CH:17]1[CH2:23][CH2:22][CH2:21][CH2:20][CH2:19][C:18]1=O. Product: [NH:1]1[C:18]2[CH2:19][CH2:20][CH2:21][CH2:22][CH2:23][C:17]=2[NH:4][C:2]1=[O:3]. The catalyst class is: 6. (6) Reactant: [N:1]1[CH:6]=[CH:5][C:4]([CH2:7][NH:8][C:9]([C:11]2[CH:16]=[C:15]([C:17]3[CH:18]=[C:19]4[C:23](=[CH:24][CH:25]=3)[NH:22][C:21]([C:26]([OH:28])=O)=[CH:20]4)[CH:14]=[CH:13][N:12]=2)=[O:10])=[CH:3][CH:2]=1.CN(C(O[N:37]1N=N[C:39]2C=CC=N[C:38]1=2)=[N+](C)C)C.F[P-](F)(F)(F)(F)F.C(N(CC)C(C)C)(C)C.C(N)C. Product: [CH2:38]([NH:37][C:26]([C:21]1[NH:22][C:23]2[C:19]([CH:20]=1)=[CH:18][C:17]([C:15]1[CH:14]=[CH:13][N:12]=[C:11]([C:9](=[O:10])[NH:8][CH2:7][C:4]3[CH:3]=[CH:2][N:1]=[CH:6][CH:5]=3)[CH:16]=1)=[CH:25][CH:24]=2)=[O:28])[CH3:39]. The catalyst class is: 42. (7) Reactant: [N:1]([CH:4]1[CH2:13][CH2:12][C:11]2[CH:10]=[C:9]([C:14]#[N:15])[CH:8]=[CH:7][C:6]=2[CH:5]1[OH:16])=[N+:2]=[N-:3].Cl.[NH2:18][OH:19].C(=O)(O)[O-].[Na+].CCOC(C)=O. Product: [N:1]([CH:4]1[CH2:13][CH2:12][C:11]2[CH:10]=[C:9]([C:14](=[N:18][OH:19])[NH2:15])[CH:8]=[CH:7][C:6]=2[CH:5]1[OH:16])=[N+:2]=[N-:3]. The catalyst class is: 41. (8) Reactant: [CH3:1][C:2]1([CH3:10])[C:4]([CH3:6])([CH3:5])[CH:3]1[C:7]([OH:9])=[O:8].C(Cl)(=O)C(Cl)=O.[Cl:17][C:18]1[CH:23]=[CH:22][CH:21]=[C:20]([F:24])[C:19]=1[CH2:25][N:26]([CH2:29][C:30]1[CH:35]=[CH:34][C:33]([CH2:36][N:37]2[CH2:42][CH2:41][N:40]([C:43]3[C:48]([CH2:49]O)=[CH:47][CH:46]=[CH:45][N:44]=3)[CH2:39][CH2:38]2)=[CH:32][CH:31]=1)[CH2:27][CH3:28].C(N(CC)CC)C. Product: [CH3:1][C:2]1([CH3:10])[C:4]([CH3:6])([CH3:5])[CH:3]1[C:7]([O:9][CH2:49][C:48]1[C:43]([N:40]2[CH2:41][CH2:42][N:37]([CH2:36][C:33]3[CH:32]=[CH:31][C:30]([CH2:29][N:26]([CH2:25][C:19]4[C:20]([F:24])=[CH:21][CH:22]=[CH:23][C:18]=4[Cl:17])[CH2:27][CH3:28])=[CH:35][CH:34]=3)[CH2:38][CH2:39]2)=[N:44][CH:45]=[CH:46][CH:47]=1)=[O:8]. The catalyst class is: 98. (9) Reactant: CC(C)([S@]([NH:6][C@@H:7]([C:10]1([NH:13][C:14](=[O:23])[O:15][CH2:16][C:17]2[CH:22]=[CH:21][CH:20]=[CH:19][CH:18]=2)[CH2:12][CH2:11]1)[CH2:8][CH3:9])=O)C.[ClH:25]. Product: [ClH:25].[CH2:16]([O:15][C:14](=[O:23])[NH:13][C:10]1([C@H:7]([NH2:6])[CH2:8][CH3:9])[CH2:12][CH2:11]1)[C:17]1[CH:18]=[CH:19][CH:20]=[CH:21][CH:22]=1. The catalyst class is: 71. (10) Reactant: [Cl:1][C:2]1[CH:7]=[C:6]([Cl:8])[CH:5]=[CH:4][C:3]=1[S:9]([NH:12][CH2:13][C@H:14]1[O:18]C(C)(C)[O:16][C@@H:15]1[CH2:21][NH:22][C:23]([C@@H:25]([NH:30][C:31]([C:33]1[S:34][C:35]2[CH:41]=[CH:40][CH:39]=[CH:38][C:36]=2[CH:37]=1)=[O:32])[CH2:26][CH:27]([CH3:29])[CH3:28])=[O:24])(=[O:11])=[O:10].CC1C=CC(S(O)(=O)=O)=CC=1.O. Product: [Cl:1][C:2]1[CH:7]=[C:6]([Cl:8])[CH:5]=[CH:4][C:3]=1[S:9]([NH:12][CH2:13][C@@H:14]([OH:18])[C@H:15]([OH:16])[CH2:21][NH:22][C:23]([C@@H:25]([NH:30][C:31]([C:33]1[S:34][C:35]2[CH:41]=[CH:40][CH:39]=[CH:38][C:36]=2[CH:37]=1)=[O:32])[CH2:26][CH:27]([CH3:29])[CH3:28])=[O:24])(=[O:10])=[O:11]. The catalyst class is: 5.